This data is from Reaction yield outcomes from USPTO patents with 853,638 reactions. The task is: Predict the reaction yield, written as a fraction of the theoretical maximum amount of product (1.0 means a 100% yield; for example, 0.34 means a 34% yield). (1) The reactants are [Mg].[Br:2][C:3]1[CH:10]=[CH:9][C:6]([CH2:7]Br)=[CH:5][CH:4]=1.C(Br)C1C=CC=CC=1.[C:19]1(=[O:23])[CH2:22][CH2:21][CH2:20]1. The catalyst is C(OCC)C.BrC(Br)C. The product is [Br:2][C:3]1[CH:10]=[CH:9][C:6]([CH2:7][C:19]2([OH:23])[CH2:22][CH2:21][CH2:20]2)=[CH:5][CH:4]=1. The yield is 0.200. (2) The reactants are [F:1][C:2]1[CH:7]=[CH:6][C:5]([O:8][C:9]2[CH:14]=[CH:13][CH:12]=[CH:11][C:10]=2[N+:15]([O-])=O)=[C:4]([O:18][CH3:19])[CH:3]=1.[Cl-].[NH4+]. The catalyst is CO.O.[Cl-].[Zn+2].[Cl-]. The product is [F:1][C:2]1[CH:7]=[CH:6][C:5]([O:8][C:9]2[CH:14]=[CH:13][CH:12]=[CH:11][C:10]=2[NH2:15])=[C:4]([O:18][CH3:19])[CH:3]=1. The yield is 1.00. (3) The reactants are [CH3:1][N:2]([CH3:45])[C@H:3]1[CH2:8][C@@H:7]([NH:9][C:10]2[C:11]3[CH:18]=[CH:17][N:16]([C:19]([C:32]4[CH:37]=[CH:36][CH:35]=[CH:34][CH:33]=4)([C:26]4[CH:31]=[CH:30][CH:29]=[CH:28][CH:27]=4)[C:20]4[CH:25]=[CH:24][CH:23]=[CH:22][CH:21]=4)[C:12]=3[N:13]=[CH:14][N:15]=2)[CH2:6][N:5]([C:38]([O:40][C:41]([CH3:44])([CH3:43])[CH3:42])=[O:39])[CH2:4]1.O=C1C[C@@H](NC2C3C=CN(C(C4C=CC=CC=4)(C4C=CC=CC=4)C4C=CC=CC=4)C=3N=CN=2)CN(C(OC(C)(C)C)=O)C1.C(Cl)Cl.CO. The catalyst is N(C)C.CO.[Pd]. The product is [CH3:1][N:2]([CH3:45])[C@H:3]1[CH2:8][C@@H:7]([NH:9][C:10]2[C:11]3[CH:18]=[CH:17][N:16]([C:19]([C:20]4[CH:25]=[CH:24][CH:23]=[CH:22][CH:21]=4)([C:26]4[CH:27]=[CH:28][CH:29]=[CH:30][CH:31]=4)[C:32]4[CH:37]=[CH:36][CH:35]=[CH:34][CH:33]=4)[C:12]=3[N:13]=[CH:14][N:15]=2)[CH2:6][N:5]([C:38]([O:40][C:41]([CH3:43])([CH3:42])[CH3:44])=[O:39])[CH2:4]1.[CH3:1][N:2]([CH3:45])[C@H:3]1[CH2:8][C@H:7]([NH:9][C:10]2[C:11]3[CH:18]=[CH:17][N:16]([C:19]([C:20]4[CH:25]=[CH:24][CH:23]=[CH:22][CH:21]=4)([C:26]4[CH:27]=[CH:28][CH:29]=[CH:30][CH:31]=4)[C:32]4[CH:37]=[CH:36][CH:35]=[CH:34][CH:33]=4)[C:12]=3[N:13]=[CH:14][N:15]=2)[CH2:6][N:5]([C:38]([O:40][C:41]([CH3:43])([CH3:42])[CH3:44])=[O:39])[CH2:4]1. The yield is 0.158. (4) The reactants are [ClH:1].O1CCOCC1.C(OC([N:15]1[CH2:19][CH2:18][C:17]([NH2:39])([C:20](=[O:38])[NH:21][C:22]2[CH:23]=[C:24]3[C:28](=[CH:29][CH:30]=2)[NH:27][N:26]=[C:25]3[C:31]2[CH:36]=[CH:35][C:34]([F:37])=[CH:33][CH:32]=2)[CH2:16]1)=O)(C)(C)C. The catalyst is C(Cl)Cl. The product is [ClH:1].[F:37][C:34]1[CH:35]=[CH:36][C:31]([C:25]2[C:24]3[C:28](=[CH:29][CH:30]=[C:22]([NH:21][C:20]([C:17]4([NH2:39])[CH2:18][CH2:19][NH:15][CH2:16]4)=[O:38])[CH:23]=3)[NH:27][N:26]=2)=[CH:32][CH:33]=1. The yield is 0.690. (5) The reactants are [CH2:1]([O:8][C:9]1[CH:14]=[CH:13][C:12]([C:15](=[O:17])[CH3:16])=[CH:11][CH:10]=1)[CH2:2][CH2:3][CH2:4][CH2:5][CH2:6][CH3:7].[Br-:18].[Br-].[Br-].C1([N+](C)(C)C)C=CC=CC=1.C1([N+](C)(C)C)C=CC=CC=1.C1([N+](C)(C)C)C=CC=CC=1. The catalyst is C1COCC1. The product is [Br:18][CH2:16][C:15]([C:12]1[CH:13]=[CH:14][C:9]([O:8][CH2:1][CH2:2][CH2:3][CH2:4][CH2:5][CH2:6][CH3:7])=[CH:10][CH:11]=1)=[O:17]. The yield is 1.00.